Predict the reactants needed to synthesize the given product. From a dataset of Full USPTO retrosynthesis dataset with 1.9M reactions from patents (1976-2016). (1) Given the product [CH3:42][O:41][CH2:40][CH2:39][O:1][C:2]1[CH:3]=[C:4]([CH:29]=[CH:30][CH:31]=1)[C:5]([NH:7][C:8]1[CH:9]=[C:10]([CH:26]=[CH:27][CH:28]=1)[CH2:11][NH:12][C:13]1[C:22]2[C:17](=[C:18]([C:23]([NH2:25])=[O:24])[CH:19]=[CH:20][CH:21]=2)[N:16]=[CH:15][N:14]=1)=[O:6], predict the reactants needed to synthesize it. The reactants are: [OH:1][C:2]1[CH:3]=[C:4]([CH:29]=[CH:30][CH:31]=1)[C:5]([NH:7][C:8]1[CH:9]=[C:10]([CH:26]=[CH:27][CH:28]=1)[CH2:11][NH:12][C:13]1[C:22]2[C:17](=[C:18]([C:23]([NH2:25])=[O:24])[CH:19]=[CH:20][CH:21]=2)[N:16]=[CH:15][N:14]=1)=[O:6].C([O-])([O-])=O.[Cs+].[Cs+].Br[CH2:39][CH2:40][O:41][CH3:42].O. (2) Given the product [Cl:1][C:2]1[N:7]=[C:6]([NH:13][CH3:12])[C:5]([N+:9]([O-:11])=[O:10])=[CH:4][N:3]=1, predict the reactants needed to synthesize it. The reactants are: [Cl:1][C:2]1[N:7]=[C:6](Cl)[C:5]([N+:9]([O-:11])=[O:10])=[CH:4][N:3]=1.[CH3:12][NH2:13]. (3) Given the product [OH:8][CH2:9][CH2:10][C@H:11]1[C:16]2[CH:17]=[CH:18][C:19]([S:21]([NH2:24])(=[O:23])=[O:22])=[CH:20][C:15]=2[CH2:14][CH2:13][O:12]1, predict the reactants needed to synthesize it. The reactants are: [Si]([O:8][CH2:9][CH2:10][C@H:11]1[C:16]2[CH:17]=[CH:18][C:19]([S:21]([NH2:24])(=[O:23])=[O:22])=[CH:20][C:15]=2[CH2:14][CH2:13][O:12]1)(C(C)(C)C)(C)C.[F-].C([N+](CCCC)(CCCC)CCCC)CCC.